This data is from Catalyst prediction with 721,799 reactions and 888 catalyst types from USPTO. The task is: Predict which catalyst facilitates the given reaction. (1) Reactant: C(OC([N:8]1[CH2:13][CH2:12][C:11]([CH2:16][C:17]2[CH:22]=[CH:21][C:20]([F:23])=[CH:19][CH:18]=2)([CH2:14][OH:15])[CH2:10][CH2:9]1)=O)(C)(C)C.FC(F)(F)C(O)=O. Product: [F:23][C:20]1[CH:21]=[CH:22][C:17]([CH2:16][C:11]2([CH2:14][OH:15])[CH2:12][CH2:13][NH:8][CH2:9][CH2:10]2)=[CH:18][CH:19]=1. The catalyst class is: 2. (2) Reactant: CN(C(ON1N=NC2C=CC=NC1=2)=[N+](C)C)C.F[P-](F)(F)(F)(F)F.[Si:25]([O:32][CH2:33][C@H:34]([CH3:56])[O:35][C:36]1[CH:37]=[C:38]([CH:42]=[C:43]([O:45][C:46]2[CH:51]=[CH:50][C:49]([S:52]([CH3:55])(=[O:54])=[O:53])=[CH:48][CH:47]=2)[CH:44]=1)[C:39](O)=[O:40])([C:28]([CH3:31])([CH3:30])[CH3:29])([CH3:27])[CH3:26].[NH2:57][C:58]1[S:59][CH:60]=[CH:61][N:62]=1. Product: [Si:25]([O:32][CH2:33][C@H:34]([CH3:56])[O:35][C:36]1[CH:37]=[C:38]([CH:42]=[C:43]([O:45][C:46]2[CH:47]=[CH:48][C:49]([S:52]([CH3:55])(=[O:53])=[O:54])=[CH:50][CH:51]=2)[CH:44]=1)[C:39]([NH:57][C:58]1[S:59][CH:60]=[CH:61][N:62]=1)=[O:40])([C:28]([CH3:31])([CH3:29])[CH3:30])([CH3:26])[CH3:27]. The catalyst class is: 3. (3) Reactant: N1C=CC=CC=1.[CH3:7][N:8]1[CH2:13][CH2:12][CH:11]([S:14][C:15]2[CH:16]=[C:17]([NH2:21])[CH:18]=[CH:19][CH:20]=2)[CH2:10][CH2:9]1.[Cl:22][C:23]1[CH:31]=[C:30]([F:32])[CH:29]=[CH:28][C:24]=1[C:25](Cl)=[O:26]. Product: [ClH:22].[Cl:22][C:23]1[CH:31]=[C:30]([F:32])[CH:29]=[CH:28][C:24]=1[C:25]([NH:21][C:17]1[CH:18]=[CH:19][CH:20]=[C:15]([S:14][CH:11]2[CH2:10][CH2:9][N:8]([CH3:7])[CH2:13][CH2:12]2)[CH:16]=1)=[O:26]. The catalyst class is: 4. (4) Reactant: [CH3:1][O:2][C:3]1[C:8]([CH2:9]O)=[CH:7][C:6]([C:11]([F:14])([F:13])[F:12])=[CH:5][N:4]=1.S(Cl)([Cl:17])=O. Product: [Cl:17][CH2:9][C:8]1[C:3]([O:2][CH3:1])=[N:4][CH:5]=[C:6]([C:11]([F:14])([F:13])[F:12])[CH:7]=1. The catalyst class is: 2.